Predict which catalyst facilitates the given reaction. From a dataset of Catalyst prediction with 721,799 reactions and 888 catalyst types from USPTO. Reactant: O[C:2]1[C:11]2[C:6](=[N:7][CH:8]=[CH:9][CH:10]=2)[N:5]([C:12]2[CH:17]=[CH:16][CH:15]=[C:14]([C:18]([F:21])([F:20])[F:19])[CH:13]=2)[C:4](=[O:22])[C:3]=1[C:23](=O)[CH2:24][C:25]1[CH:30]=[CH:29][C:28]([O:31][C:32]([F:35])([F:34])[F:33])=[CH:27][CH:26]=1.O.[NH2:38][NH2:39].C(=O)([O-])O.[Na+]. Product: [F:33][C:32]([F:35])([F:34])[O:31][C:28]1[CH:29]=[CH:30][C:25]([CH2:24][C:23]2[C:3]3[C:4](=[O:22])[N:5]([C:12]4[CH:17]=[CH:16][CH:15]=[C:14]([C:18]([F:21])([F:19])[F:20])[CH:13]=4)[C:6]4[N:7]=[CH:8][CH:9]=[CH:10][C:11]=4[C:2]=3[NH:39][N:38]=2)=[CH:26][CH:27]=1. The catalyst class is: 3.